From a dataset of Catalyst prediction with 721,799 reactions and 888 catalyst types from USPTO. Predict which catalyst facilitates the given reaction. Reactant: [C:1]([OH:4])(=[O:3])[CH3:2].C([O:7][C:8]1[N:12]([C:13]2[CH:18]=[CH:17][C:16]([C:19]3[C:27]4[C:22](=[N:23][CH:24]=[N:25][C:26]=4[NH2:28])[N:21]([C@H:29]4[CH2:34][CH2:33][C@H:32]([N:35]5[CH2:40][CH2:39][N:38]([CH3:41])[CH2:37][CH2:36]5)[CH2:31][CH2:30]4)[N:20]=3)=[CH:15][CH:14]=2)[N:11]=[CH:10][CH:9]=1)C. Product: [C:1]([OH:4])(=[O:3])[CH3:2].[C:1]([OH:4])(=[O:3])[CH3:2].[NH2:28][C:26]1[N:25]=[CH:24][N:23]=[C:22]2[N:21]([C@H:29]3[CH2:30][CH2:31][C@H:32]([N:35]4[CH2:40][CH2:39][N:38]([CH3:41])[CH2:37][CH2:36]4)[CH2:33][CH2:34]3)[N:20]=[C:19]([C:16]3[CH:15]=[CH:14][C:13]([N:12]4[C:8](=[O:7])[CH2:9][C:10]([CH3:1])=[N:11]4)=[CH:18][CH:17]=3)[C:27]=12. The catalyst class is: 570.